Dataset: NCI-60 drug combinations with 297,098 pairs across 59 cell lines. Task: Regression. Given two drug SMILES strings and cell line genomic features, predict the synergy score measuring deviation from expected non-interaction effect. (1) Drug 1: C1=NC2=C(N1)C(=S)N=C(N2)N. Drug 2: CCCS(=O)(=O)NC1=C(C(=C(C=C1)F)C(=O)C2=CNC3=C2C=C(C=N3)C4=CC=C(C=C4)Cl)F. Cell line: TK-10. Synergy scores: CSS=32.0, Synergy_ZIP=-10.4, Synergy_Bliss=-3.27, Synergy_Loewe=-5.65, Synergy_HSA=-2.00. (2) Drug 1: C1CCN(CC1)CCOC2=CC=C(C=C2)C(=O)C3=C(SC4=C3C=CC(=C4)O)C5=CC=C(C=C5)O. Drug 2: C1CN1P(=S)(N2CC2)N3CC3. Cell line: CAKI-1. Synergy scores: CSS=28.3, Synergy_ZIP=-7.12, Synergy_Bliss=-3.50, Synergy_Loewe=-3.25, Synergy_HSA=-1.47.